This data is from Rat liver microsome stability data. The task is: Regression/Classification. Given a drug SMILES string, predict its absorption, distribution, metabolism, or excretion properties. Task type varies by dataset: regression for continuous measurements (e.g., permeability, clearance, half-life) or binary classification for categorical outcomes (e.g., BBB penetration, CYP inhibition). Dataset: rlm. (1) The result is 0 (unstable in rat liver microsomes). The drug is N#CC(=Cc1ccc(-c2ccc(C(=O)O)cc2)o1)c1nc2ccccc2[nH]1. (2) The compound is CCOC(=O)C1CCN(c2ncc(-c3ccc4c(c3)OCCCO4)s2)CC1. The result is 1 (stable in rat liver microsomes). (3) The drug is CN(C)Cc1ccc(C(=O)Cn2ncc(OCc3ccccc3)cc2=O)cc1. The result is 1 (stable in rat liver microsomes). (4) The compound is Cc1cc(NS(=O)(=O)c2ccc(NC(=O)Cc3ccc(Cl)c(Cl)c3)cc2)no1. The result is 1 (stable in rat liver microsomes). (5) The compound is CN(C)c1cccc(-c2c3c(=O)n(-c4ccccc4Cl)[nH]c3cc(=O)n2C)c1. The result is 0 (unstable in rat liver microsomes). (6) The drug is Cc1cccc(C)c1OCC(=O)N[C@H](C)CO. The result is 0 (unstable in rat liver microsomes). (7) The molecule is CCCCOc1ccccc1C(=O)Nc1ccccc1C(=O)Nc1cccc(S(=O)(=O)C(F)(F)F)c1. The result is 1 (stable in rat liver microsomes).